From a dataset of Reaction yield outcomes from USPTO patents with 853,638 reactions. Predict the reaction yield, written as a fraction of the theoretical maximum amount of product (1.0 means a 100% yield; for example, 0.34 means a 34% yield). (1) The yield is 0.992. The catalyst is C1COCC1. The reactants are [C:1]([CH2:3][C:4]1([N:15]2[CH:19]=[C:18]([C:20]3[C:25]([F:26])=[CH:24][N:23]=[C:22]4[N:27]([CH2:30][O:31][CH2:32][CH2:33][Si:34]([CH3:37])([CH3:36])[CH3:35])[CH:28]=[CH:29][C:21]=34)[CH:17]=[N:16]2)[CH2:7][N:6](C(OC(C)(C)C)=O)[CH2:5]1)#[N:2].Cl.O1CCOCC1. The product is [F:26][C:25]1[C:20]([C:18]2[CH:17]=[N:16][N:15]([C:4]3([CH2:3][C:1]#[N:2])[CH2:7][NH:6][CH2:5]3)[CH:19]=2)=[C:21]2[CH:29]=[CH:28][N:27]([CH2:30][O:31][CH2:32][CH2:33][Si:34]([CH3:36])([CH3:37])[CH3:35])[C:22]2=[N:23][CH:24]=1. (2) The reactants are [F:1][C:2]1[C:11]([CH2:12][CH2:13][C:14]2[CH:15]=[N:16][C:17]([NH:20][C:21]3[CH:26]=[CH:25][N:24]=[C:23]([CH3:27])[CH:22]=3)=[N:18][CH:19]=2)=[CH:10][C:5]([C:6]([O:8]C)=[O:7])=[CH:4][C:3]=1[O:28][CH3:29].[OH-].[Na+]. The catalyst is CO. The product is [F:1][C:2]1[C:11]([CH2:12][CH2:13][C:14]2[CH:19]=[N:18][C:17]([NH:20][C:21]3[CH:26]=[CH:25][N:24]=[C:23]([CH3:27])[CH:22]=3)=[N:16][CH:15]=2)=[CH:10][C:5]([C:6]([OH:8])=[O:7])=[CH:4][C:3]=1[O:28][CH3:29]. The yield is 0.958. (3) The reactants are [C:1]([O:8][CH2:9][CH3:10])(=[O:7])[C:2](OCC)=O.[CH2:11]([O:18][CH2:19][C:20]([O:22]CC)=O)[C:12]1[CH:17]=[CH:16][CH:15]=[CH:14][CH:13]=1.[H-].[Na+].Cl.[CH3:28][S:29][CH2:30][CH2:31][O:32][CH:33]([CH3:37])[C:34]([NH2:36])=[NH:35].[O-]CC.[Na+]. The catalyst is O1CCCC1.C(O)C. The product is [CH2:11]([O:18][C:19]1[C:20](=[O:22])[NH:36][C:34]([CH:33]([O:32][CH2:31][CH2:30][S:29][CH3:28])[CH3:37])=[N:35][C:2]=1[C:1]([O:8][CH2:9][CH3:10])=[O:7])[C:12]1[CH:13]=[CH:14][CH:15]=[CH:16][CH:17]=1. The yield is 0.150.